This data is from Full USPTO retrosynthesis dataset with 1.9M reactions from patents (1976-2016). The task is: Predict the reactants needed to synthesize the given product. (1) Given the product [CH3:23][O:24][C:25]1[CH:33]=[CH:32][C:28]([C:29]2[NH:36][N:35]=[C:9]([C:6]3[CH:7]=[CH:8][C:3]([N:2]([CH3:12])[CH3:1])=[CH:4][CH:5]=3)[CH:10]=2)=[CH:27][CH:26]=1, predict the reactants needed to synthesize it. The reactants are: [CH3:1][N:2]([CH3:12])[C:3]1[CH:8]=[CH:7][C:6]([C:9](=O)[CH3:10])=[CH:5][CH:4]=1.[Li+].C[Si]([N-][Si](C)(C)C)(C)C.[CH3:23][O:24][C:25]1[CH:33]=[CH:32][C:28]([C:29](Cl)=O)=[CH:27][CH:26]=1.O.[NH2:35][NH2:36]. (2) Given the product [CH3:4][O:3][P:2]([CH2:1][C:15]([C:16]1[CH:21]=[CH:20][C:19]([F:22])=[C:18]([CH3:23])[CH:17]=1)=[O:14])(=[O:7])[O:5][CH3:6], predict the reactants needed to synthesize it. The reactants are: [CH3:1][P:2](=[O:7])([O:5][CH3:6])[O:3][CH3:4].[Li]CCCC.C[O:14][C:15](=O)[C:16]1[CH:21]=[CH:20][C:19]([F:22])=[C:18]([CH3:23])[CH:17]=1.Cl. (3) The reactants are: Br[C:2]1[S:6][C:5]([C:7]2[CH:8]=[CH:9][C:10]([O:15][CH:16]([CH3:18])[CH3:17])=[C:11]([CH:14]=2)[C:12]#[N:13])=[N:4][N:3]=1.CC1(C)C(C)(C)OB([C:27]2[CH:28]=[C:29]3[C:34](=[CH:35][CH:36]=2)[CH2:33][N:32]([C:37]([O:39][C:40]([CH3:43])([CH3:42])[CH3:41])=[O:38])[CH2:31][CH2:30]3)O1.C(=O)([O-])O.[Na+]. Given the product [C:12]([C:11]1[CH:14]=[C:7]([C:5]2[S:6][C:2]([C:27]3[CH:28]=[C:29]4[C:34](=[CH:35][CH:36]=3)[CH2:33][N:32]([C:37]([O:39][C:40]([CH3:43])([CH3:42])[CH3:41])=[O:38])[CH2:31][CH2:30]4)=[N:3][N:4]=2)[CH:8]=[CH:9][C:10]=1[O:15][CH:16]([CH3:18])[CH3:17])#[N:13], predict the reactants needed to synthesize it. (4) Given the product [F:1][C:2]1[CH:7]=[CH:6][CH:5]=[CH:4][C:3]=1[C:8]([C:16]1[CH:21]=[CH:20][C:19]([F:22])=[CH:18][CH:17]=1)([C:10]1[CH:15]=[CH:14][CH:13]=[CH:12][CH:11]=1)[Cl:26], predict the reactants needed to synthesize it. The reactants are: [F:1][C:2]1[CH:7]=[CH:6][CH:5]=[CH:4][C:3]=1[C:8]([C:16]1[CH:21]=[CH:20][C:19]([F:22])=[CH:18][CH:17]=1)([C:10]1[CH:15]=[CH:14][CH:13]=[CH:12][CH:11]=1)O.C([Cl:26])(=O)C. (5) Given the product [Si:1]([O:18][CH2:19][C:20]1[CH:21]=[C:22]([CH:39]=[C:40]([Cl:42])[CH:41]=1)[CH2:23][N:24]1[C:32]2[C:27](=[N:28][C:29]([N:43]([C:52]([O:54][C:55]([CH3:58])([CH3:57])[CH3:56])=[O:53])[NH:44][C:45]([O:47][C:48]([CH3:49])([CH3:50])[CH3:51])=[O:46])=[CH:30][CH:31]=2)[CH:26]=[C:25]1[C:34]1[O:35][CH:36]=[N:37][N:38]=1)([C:14]([CH3:15])([CH3:16])[CH3:17])([C:2]1[CH:3]=[CH:4][CH:5]=[CH:6][CH:7]=1)[C:8]1[CH:13]=[CH:12][CH:11]=[CH:10][CH:9]=1, predict the reactants needed to synthesize it. The reactants are: [Si:1]([O:18][CH2:19][C:20]1[CH:21]=[C:22]([CH:39]=[C:40]([Cl:42])[CH:41]=1)[CH2:23][N:24]1[C:32]2[C:27](=[N:28][C:29](Cl)=[CH:30][CH:31]=2)[CH:26]=[C:25]1[C:34]1[O:35][CH:36]=[N:37][N:38]=1)([C:14]([CH3:17])([CH3:16])[CH3:15])([C:8]1[CH:13]=[CH:12][CH:11]=[CH:10][CH:9]=1)[C:2]1[CH:7]=[CH:6][CH:5]=[CH:4][CH:3]=1.[NH:43]([C:52]([O:54][C:55]([CH3:58])([CH3:57])[CH3:56])=[O:53])[NH:44][C:45]([O:47][C:48]([CH3:51])([CH3:50])[CH3:49])=[O:46].C([O-])([O-])=O.[Cs+].[Cs+]. (6) Given the product [C:1]([NH:4][C:5]1[CH:6]=[C:7]([N:15]2[C:31](=[O:32])[C:30]([CH2:29][C:25]3[CH:24]=[N:23][CH:28]=[CH:27][CH:26]=3)=[N:22][C:21]3[CH:20]=[CH:19][CH:18]=[N:17][C:16]2=3)[CH:8]=[C:9]([C:11]([O:13][CH3:14])=[O:12])[CH:10]=1)(=[O:3])[CH3:2], predict the reactants needed to synthesize it. The reactants are: [C:1]([NH:4][C:5]1[CH:6]=[C:7]([NH:15][C:16]2[C:21]([NH2:22])=[CH:20][CH:19]=[CH:18][N:17]=2)[CH:8]=[C:9]([C:11]([O:13][CH3:14])=[O:12])[CH:10]=1)(=[O:3])[CH3:2].[N:23]1[CH:28]=[CH:27][CH:26]=[C:25]([CH2:29][C:30](=O)[C:31](O)=[O:32])[CH:24]=1. (7) Given the product [C:1]([O:4][C:5]1([CH2:10][N:11]2[CH:15]=[C:14]([C:16]([CH3:19])([CH3:18])[CH3:17])[S:13]/[C:12]/2=[N:20]\[C:21]([C:23]2[CH:28]=[C:27]([Cl:29])[CH:26]=[CH:25][C:24]=2[O:30][CH3:31])=[N:41][C:40]#[N:39])[CH2:9][CH2:8][CH2:7][CH2:6]1)(=[O:3])[CH3:2], predict the reactants needed to synthesize it. The reactants are: [C:1]([O:4][C:5]1([CH2:10][N:11]2[CH:15]=[C:14]([C:16]([CH3:19])([CH3:18])[CH3:17])[S:13]/[C:12]/2=[N:20]\[C:21]([C:23]2[CH:28]=[C:27]([Cl:29])[CH:26]=[CH:25][C:24]=2[O:30][CH3:31])=S)[CH2:9][CH2:8][CH2:7][CH2:6]1)(=[O:3])[CH3:2].C(N(CC)CC)C.[N:39]#[C:40][NH2:41]. (8) Given the product [C:1]([C:4]1[O:5][C:6]2[C:12]([CH2:13][O:14][C:15]3[CH:20]=[CH:19][C:18]([CH2:21][CH2:22][C:23]([OH:25])=[O:24])=[C:17]([CH3:30])[C:16]=3[CH3:31])=[CH:11][C:10]([F:32])=[CH:9][C:7]=2[CH:8]=1)(=[O:3])[CH3:2], predict the reactants needed to synthesize it. The reactants are: [C:1]([C:4]1[O:5][C:6]2[C:12]([CH2:13][O:14][C:15]3[CH:20]=[CH:19][C:18]([CH2:21][CH2:22][C:23]([O:25]C(C)(C)C)=[O:24])=[C:17]([CH3:30])[C:16]=3[CH3:31])=[CH:11][C:10]([F:32])=[CH:9][C:7]=2[CH:8]=1)(=[O:3])[CH3:2].FC(F)(F)C(O)=O. (9) Given the product [Cl:1][C:2]1[CH:3]=[C:4]([CH:9]2[CH2:13][N:12]([C:14]([CH:16]3[CH2:21][CH2:20][N:19]([CH2:41][CH2:40][O:39][CH3:38])[CH2:18][CH2:17]3)=[O:15])[CH2:11][CH:10]2[N:22]([CH3:37])[C:23](=[O:36])[C:24]2[CH:29]=[CH:28][C:27]([O:30][CH3:31])=[C:26]([C:32]([F:33])([F:34])[F:35])[CH:25]=2)[CH:5]=[CH:6][C:7]=1[Cl:8], predict the reactants needed to synthesize it. The reactants are: [Cl:1][C:2]1[CH:3]=[C:4]([CH:9]2[CH2:13][N:12]([C:14]([CH:16]3[CH2:21][CH2:20][NH:19][CH2:18][CH2:17]3)=[O:15])[CH2:11][CH:10]2[N:22]([CH3:37])[C:23](=[O:36])[C:24]2[CH:29]=[CH:28][C:27]([O:30][CH3:31])=[C:26]([C:32]([F:35])([F:34])[F:33])[CH:25]=2)[CH:5]=[CH:6][C:7]=1[Cl:8].[CH3:38][O:39][CH2:40][CH:41]=O.